From a dataset of Reaction yield outcomes from USPTO patents with 853,638 reactions. Predict the reaction yield, written as a fraction of the theoretical maximum amount of product (1.0 means a 100% yield; for example, 0.34 means a 34% yield). (1) The reactants are [C:1]([O:11][C:12]([C:15]([CH2:18][CH2:19]I)([F:17])[F:16])([F:14])[F:13])([C:4]([C:7]([F:10])([F:9])[F:8])([F:6])[F:5])([F:3])[F:2].CNC=[O:24].O. The catalyst is CCOCC. The product is [C:1]([O:11][C:12]([C:15]([CH2:18][CH2:19][OH:24])([F:17])[F:16])([F:14])[F:13])([C:4]([C:7]([F:10])([F:9])[F:8])([F:6])[F:5])([F:3])[F:2]. The yield is 0.850. (2) The reactants are [CH:1]([NH:4][CH2:5][C:6]1[O:10][N:9]=[C:8]([C:11]2[CH:16]=[CH:15][CH:14]=[CH:13][CH:12]=2)[N:7]=1)([CH3:3])[CH3:2].[N:17]([CH2:20][C:21]1[CH:26]=[CH:25][C:24]([CH3:27])=[CH:23][CH:22]=1)=[C:18]=[O:19].C(N(CC)CC)C. The catalyst is C1C=CC=CC=1. The product is [CH:1]([N:4]([CH2:5][C:6]1[O:10][N:9]=[C:8]([C:11]2[CH:16]=[CH:15][CH:14]=[CH:13][CH:12]=2)[N:7]=1)[C:18]([NH:17][CH2:20][C:21]1[CH:26]=[CH:25][C:24]([CH3:27])=[CH:23][CH:22]=1)=[O:19])([CH3:3])[CH3:2]. The yield is 0.780. (3) The reactants are [Li+].[Br-].[CH3:3][O:4][C:5]1[CH:10]=[CH:9][CH:8]=[C:7]([NH2:11])[CH:6]=1.[CH3:12][C:13]1[CH:21]=[CH:20][C:19]2[N:18]([CH2:22][CH:23]3[CH2:25][O:24]3)[C:17]3[CH2:26][CH2:27][N:28]([C:30]([O:32][CH2:33][CH3:34])=[O:31])[CH2:29][C:16]=3[C:15]=2[CH:14]=1. No catalyst specified. The product is [OH:24][CH:23]([CH2:25][NH:11][C:7]1[CH:8]=[CH:9][CH:10]=[C:5]([O:4][CH3:3])[CH:6]=1)[CH2:22][N:18]1[C:19]2[CH:20]=[CH:21][C:13]([CH3:12])=[CH:14][C:15]=2[C:16]2[CH2:29][N:28]([C:30]([O:32][CH2:33][CH3:34])=[O:31])[CH2:27][CH2:26][C:17]1=2. The yield is 0.670.